From a dataset of Catalyst prediction with 721,799 reactions and 888 catalyst types from USPTO. Predict which catalyst facilitates the given reaction. The catalyst class is: 4. Reactant: [C:1]1(=[O:12])[O:7][C:5](=[O:6])[C:4]2=[CH:8][CH:9]=[CH:10][CH:11]=[C:3]2[CH2:2]1.[CH3:13][O:14][CH2:15][CH2:16][N:17]=[CH:18][C:19]1[S:20][CH:21]=[CH:22][CH:23]=1.C(N(CC)CC)C.[OH-].[Na+]. Product: [CH3:13][O:14][CH2:15][CH2:16][N:17]1[CH:18]([C:19]2[S:20][CH:21]=[CH:22][CH:23]=2)[CH:2]([C:1]([OH:7])=[O:12])[C:3]2[C:4](=[CH:8][CH:9]=[CH:10][CH:11]=2)[C:5]1=[O:6].